From a dataset of Catalyst prediction with 721,799 reactions and 888 catalyst types from USPTO. Predict which catalyst facilitates the given reaction. (1) The catalyst class is: 2. Reactant: [NH2:1][C:2]1[C:3]([F:32])=[C:4]([C:9]2[C:13]([C:14]3[CH:19]=[CH:18][N:17]=[C:16]([NH:20][CH2:21][C@@H:22]([NH:24][C:25](=[O:28])[O:26][CH3:27])[CH3:23])[N:15]=3)=[CH:12][N:11]([CH:29]([CH3:31])[CH3:30])[N:10]=2)[CH:5]=[C:6]([Cl:8])[CH:7]=1.[CH2:33]([S:36](Cl)(=[O:38])=[O:37])[CH2:34][CH3:35]. Product: [Cl:8][C:6]1[CH:7]=[C:2]([NH:1][S:36]([CH2:33][CH2:34][CH3:35])(=[O:38])=[O:37])[C:3]([F:32])=[C:4]([C:9]2[C:13]([C:14]3[CH:19]=[CH:18][N:17]=[C:16]([NH:20][CH2:21][C@@H:22]([NH:24][C:25](=[O:28])[O:26][CH3:27])[CH3:23])[N:15]=3)=[CH:12][N:11]([CH:29]([CH3:31])[CH3:30])[N:10]=2)[CH:5]=1. (2) Reactant: [F:1][C:2]1[CH:3]=[C:4]([N+:9]([O-:11])=[O:10])[CH:5]=[CH:6][C:7]=1F.[C:12]([O:16][C:17]([N:19]1[CH2:25][CH2:24][C:23]2[CH:26]=[C:27]([OH:30])[CH:28]=[CH:29][C:22]=2[CH2:21][CH2:20]1)=[O:18])([CH3:15])([CH3:14])[CH3:13].C(=O)([O-])[O-].[K+].[K+]. Product: [F:1][C:2]1[CH:3]=[C:4]([N+:9]([O-:11])=[O:10])[CH:5]=[CH:6][C:7]=1[O:30][C:27]1[CH:28]=[CH:29][C:22]2[CH2:21][CH2:20][N:19]([C:17]([O:16][C:12]([CH3:13])([CH3:15])[CH3:14])=[O:18])[CH2:25][CH2:24][C:23]=2[CH:26]=1. The catalyst class is: 42. (3) Reactant: [CH2:1]([O:3][C:4]([C:6]1[C:7]([OH:16])=[N:8][C:9]([C:12]([CH3:15])([CH3:14])[CH3:13])=[N:10][CH:11]=1)=[O:5])[CH3:2].[CH2:17](OC(C1C(O)=NC(CC)=NC=1)=O)[CH3:18].[H-].[Na+]. Product: [CH2:1]([O:3][C:4]([C:6]1[C:7]([O:16][CH2:17][CH3:18])=[N:8][C:9]([C:12]([CH3:15])([CH3:14])[CH3:13])=[N:10][CH:11]=1)=[O:5])[CH3:2]. The catalyst class is: 9. (4) Reactant: [CH3:1][C:2]1[CH:7]=[C:6]([CH3:8])[CH:5]=[CH:4][C:3]=1[N:9]1[CH2:14][CH2:13][N:12]([C:15]2[CH:16]=[C:17]([CH:21]3[C:30]([CH3:32])([CH3:31])[CH2:29][C:28]4[C:23](=[CH:24][CH:25]=[C:26]([C:33](O)=[O:34])[CH:27]=4)[NH:22]3)[CH:18]=[CH:19][CH:20]=2)[CH2:11][CH2:10]1.[CH3:36][S:37]([NH2:40])(=[O:39])=[O:38]. Product: [CH3:1][C:2]1[CH:7]=[C:6]([CH3:8])[CH:5]=[CH:4][C:3]=1[N:9]1[CH2:14][CH2:13][N:12]([C:15]2[CH:16]=[C:17]([CH:21]3[C:30]([CH3:31])([CH3:32])[CH2:29][C:28]4[C:23](=[CH:24][CH:25]=[C:26]([C:33]([NH:40][S:37]([CH3:36])(=[O:39])=[O:38])=[O:34])[CH:27]=4)[NH:22]3)[CH:18]=[CH:19][CH:20]=2)[CH2:11][CH2:10]1. The catalyst class is: 119. (5) The catalyst class is: 1. Product: [CH3:18][C:19]1[CH:20]=[CH:21][C:22]([C:23]([O:25][C@H:26]2[C:30]([Cl:32])([Cl:31])[CH:29]([OH:33])[O:28][C@@H:27]2[CH2:34][O:35][C:36](=[O:44])[C:37]2[CH:38]=[CH:39][C:40]([CH3:43])=[CH:41][CH:42]=2)=[O:24])=[CH:45][CH:46]=1. Reactant: C(O[AlH-](OC(C)(C)C)OC(C)(C)C)(C)(C)C.[Li+].[CH3:18][C:19]1[CH:46]=[CH:45][C:22]([C:23]([O:25][C@H:26]2[C:30]([Cl:32])([Cl:31])[C:29](=[O:33])[O:28][C@@H:27]2[CH2:34][O:35][C:36](=[O:44])[C:37]2[CH:42]=[CH:41][C:40]([CH3:43])=[CH:39][CH:38]=2)=[O:24])=[CH:21][CH:20]=1. (6) Reactant: [CH3:1][NH:2][CH2:3][C:4]1[CH:13]=[CH:12][C:7]([C:8]([O:10][CH3:11])=[O:9])=[CH:6][C:5]=1[C:14]([F:17])([F:16])[F:15].[C:29]([O:28][C:26](O[C:26]([O:28][C:29]([CH3:32])([CH3:31])[CH3:30])=[O:27])=[O:27])([CH3:32])([CH3:31])[CH3:30].C(N(CC)CC)C. Product: [C:29]([O:28][C:26]([N:2]([CH2:3][C:4]1[CH:13]=[CH:12][C:7]([C:8]([O:10][CH3:11])=[O:9])=[CH:6][C:5]=1[C:14]([F:15])([F:16])[F:17])[CH3:1])=[O:27])([CH3:30])([CH3:31])[CH3:32]. The catalyst class is: 4. (7) Reactant: [OH:1][C:2]([C:4]([F:7])([F:6])[F:5])=[O:3].[CH3:8][CH:9]1[CH2:14][CH2:13][N:12]([C:15]([C:17]2[CH:25]=[CH:24][C:23]3[N:22]([S:26]([C:29]4[CH:34]=[CH:33][CH:32]=[CH:31][CH:30]=4)(=[O:28])=[O:27])[C:21]4[CH2:35][CH2:36][NH:37][CH2:38][C:20]=4[C:19]=3[CH:18]=2)=[O:16])[CH2:11][CH2:10]1.[O:39]1[CH2:44][CH2:43][C:42](=O)[CH2:41][CH2:40]1.C(O[BH-](OC(=O)C)OC(=O)C)(=O)C.[Na+].[OH-].[Na+]. Product: [CH3:8][CH:9]1[CH2:10][CH2:11][N:12]([C:15]([C:17]2[CH:25]=[CH:24][C:23]3[N:22]([S:26]([C:29]4[CH:30]=[CH:31][CH:32]=[CH:33][CH:34]=4)(=[O:27])=[O:28])[C:21]4[CH2:35][CH2:36][N:37]([CH:42]5[CH2:43][CH2:44][O:39][CH2:40][CH2:41]5)[CH2:38][C:20]=4[C:19]=3[CH:18]=2)=[O:16])[CH2:13][CH2:14]1.[C:2]([OH:3])([C:4]([F:7])([F:6])[F:5])=[O:1]. The catalyst class is: 4. (8) Reactant: N(C(N(C)C)=O)=NC(N(C)C)=O.[C:13]([N:21]1[CH2:38][CH2:37][CH:25]2[N:26]3[C:35]4[C:30](=[CH:31][CH:32]=[CH:33][C:34]=4[CH:24]2[CH2:23][CH2:22]1)[CH:29]([OH:36])[CH2:28][CH2:27]3)(=[O:20])[C:14]1[CH:19]=[CH:18][CH:17]=[CH:16][CH:15]=1.[C:39]1(O)[CH:44]=[CH:43][CH:42]=[CH:41][CH:40]=1.C(P(CCCC)CCCC)CCC. Product: [C:13]([N:21]1[CH2:38][CH2:37][C:25]2[N:26]3[C:35]4[C:30](=[CH:31][CH:32]=[CH:33][C:34]=4[C:24]=2[CH2:23][CH2:22]1)[CH:29]([O:36][C:39]1[CH:44]=[CH:43][CH:42]=[CH:41][CH:40]=1)[CH2:28][CH2:27]3)(=[O:20])[C:14]1[CH:19]=[CH:18][CH:17]=[CH:16][CH:15]=1. The catalyst class is: 48.